This data is from Full USPTO retrosynthesis dataset with 1.9M reactions from patents (1976-2016). The task is: Predict the reactants needed to synthesize the given product. (1) Given the product [CH3:27][CH:26]([CH3:28])[C@H:25]([NH:24][CH2:22][C@H:18]1[CH2:19][CH2:20][CH2:21][C@@H:16]([O:15][CH2:14][C:3]2[N:4]=[C:5]([C:7]3[CH:8]=[CH:9][C:10]([CH3:13])=[CH:11][CH:12]=3)[O:6][C:2]=2[CH3:1])[CH2:17]1)[C:29]([O:31][C:32]([CH3:35])([CH3:34])[CH3:33])=[O:30], predict the reactants needed to synthesize it. The reactants are: [CH3:1][C:2]1[O:6][C:5]([C:7]2[CH:12]=[CH:11][C:10]([CH3:13])=[CH:9][CH:8]=2)=[N:4][C:3]=1[CH2:14][O:15][C@@H:16]1[CH2:21][CH2:20][CH2:19][C@H:18]([CH:22]=O)[CH2:17]1.[NH2:24][C@H:25]([C:29]([O:31][C:32]([CH3:35])([CH3:34])[CH3:33])=[O:30])[CH:26]([CH3:28])[CH3:27].C(O[BH-](OC(=O)C)OC(=O)C)(=O)C.[Na+].[NH4+].[Cl-]. (2) Given the product [F:13][CH:2]([F:1])[C:3]1[S:7][C:6]([C:8]([OH:10])=[O:9])=[CH:5][CH:4]=1, predict the reactants needed to synthesize it. The reactants are: [F:1][CH:2]([F:13])[C:3]1[S:7][C:6]([C:8]([O:10]CC)=[O:9])=[CH:5][CH:4]=1.[OH-].[Na+]. (3) Given the product [CH3:7][N:8]1[C@@H:24]2[CH2:25][C:13]3[CH:14]=[CH:15][C:16]([O:28][CH3:29])=[C:17]4[O:18][CH:19]5[C:20]([CH:21]=[CH:22][C@:23]2([OH:3])[C@:11]5([C:12]=34)[CH2:10][CH2:9]1)=[O:26], predict the reactants needed to synthesize it. The reactants are: C(O)(=O)C(O)=[O:3].[CH3:7][N:8]1[C@@H:24]2[CH2:25][C:13]3[CH:14]=[CH:15][C:16]([O:28][CH3:29])=[C:17]4[O:18][C@H:19]5[C:20]([O:26]C)=[CH:21][CH:22]=[C:23]2[C@:11]5([C:12]=34)[CH2:10][CH2:9]1.OO.P([O-])([O-])([O-])=O.[OH-].[K+]. (4) The reactants are: [C:1]([C:3]1[CH:4]=[C:5]([CH:9]=[CH:10][C:11]=1F)[C:6]([OH:8])=[O:7])#[N:2].O.[NH2:14][NH2:15]. Given the product [NH2:2][C:1]1[C:3]2[C:11](=[CH:10][CH:9]=[C:5]([C:6]([OH:8])=[O:7])[CH:4]=2)[NH:15][N:14]=1, predict the reactants needed to synthesize it. (5) The reactants are: [OH:1][CH2:2][C:3]1[S:4][C:5]2[C:11]3[C:12]([C:15]([OH:17])=O)=[N:13][NH:14][C:10]=3[CH:9]=[CH:8][C:6]=2[N:7]=1.[F:18][C:19]1[CH:25]=[CH:24][C:22]([NH2:23])=[CH:21][CH:20]=1. Given the product [F:18][C:19]1[CH:25]=[CH:24][C:22]([NH:23][C:15]([C:12]2[C:11]3[C:5]4[S:4][C:3]([CH2:2][OH:1])=[N:7][C:6]=4[CH:8]=[CH:9][C:10]=3[NH:14][N:13]=2)=[O:17])=[CH:21][CH:20]=1, predict the reactants needed to synthesize it. (6) Given the product [Br:13][CH2:14][CH2:15][C:2]([C@H:3]([C@H:5]([C@@H:7]([C@@H:9]([CH2:11][OH:12])[OH:10])[OH:8])[OH:6])[OH:4])=[O:1], predict the reactants needed to synthesize it. The reactants are: [O:1]=[CH:2][C@H:3]([C@H:5]([C@@H:7]([C@@H:9]([CH2:11][OH:12])[OH:10])[OH:8])[OH:6])[OH:4].[Br:13][CH2:14][CH2:15]O. (7) Given the product [NH2:24][C:11]1[CH:10]=[C:9]([O:8][CH2:1][C:2]2[CH:7]=[CH:6][CH:5]=[CH:4][CH:3]=2)[CH:14]=[CH:13][C:12]=1[S:15][C:16]1[CH:21]=[C:20]([Cl:22])[N:19]=[C:18]([NH2:23])[N:17]=1, predict the reactants needed to synthesize it. The reactants are: [CH2:1]([O:8][C:9]1[CH:14]=[CH:13][C:12]([S:15][C:16]2[CH:21]=[C:20]([Cl:22])[N:19]=[C:18]([NH2:23])[N:17]=2)=[C:11]([N+:24]([O-])=O)[CH:10]=1)[C:2]1[CH:7]=[CH:6][CH:5]=[CH:4][CH:3]=1.[Cl-].[NH4+].O1CCCC1.O. (8) Given the product [CH3:41][S:42]([O:29][CH:27]([C:20]1[C:19]([Cl:30])=[C:18]2[C:23]([CH2:24][CH2:25][N:16]([CH2:15][C:14]3[C:9]([O:8][CH2:1][C:2]4[CH:7]=[CH:6][CH:5]=[CH:4][CH:3]=4)=[N:10][C:11]([CH3:33])=[CH:12][C:13]=3[CH3:32])[C:17]2=[O:31])=[C:22]([Cl:26])[CH:21]=1)[CH3:28])(=[O:44])=[O:43], predict the reactants needed to synthesize it. The reactants are: [CH2:1]([O:8][C:9]1[C:14]([CH2:15][N:16]2[CH2:25][CH2:24][C:23]3[C:18](=[C:19]([Cl:30])[C:20]([CH:27]([OH:29])[CH3:28])=[CH:21][C:22]=3[Cl:26])[C:17]2=[O:31])=[C:13]([CH3:32])[CH:12]=[C:11]([CH3:33])[N:10]=1)[C:2]1[CH:7]=[CH:6][CH:5]=[CH:4][CH:3]=1.C(N(CC)CC)C.[CH3:41][S:42](Cl)(=[O:44])=[O:43]. (9) Given the product [C:21]([O:25][C:26]([N:28]1[CH2:33][CH2:32][N:31]([C:34]2[CH:35]=[CH:36][C:37]([NH:40][C:19]([NH:16][C:5]3[CH:9]=[C:10]([F:13])[CH:11]=[CH:12][C:4]=3[O:3][CH2:1][CH3:2])=[O:41])=[CH:38][CH:39]=2)[CH2:30][CH2:29]1)=[O:27])([CH3:24])([CH3:22])[CH3:23], predict the reactants needed to synthesize it. The reactants are: [CH2:1]([O:3][C:4]1[CH:12]=[CH:11][C:10]([F:13])=[CH:9][C:5]=1C(O)=O)[CH3:2].C([N:16]([CH2:19]C)CC)C.[C:21]([O:25][C:26]([N:28]1[CH2:33][CH2:32][N:31]([C:34]2[CH:39]=[CH:38][C:37]([NH2:40])=[CH:36][CH:35]=2)[CH2:30][CH2:29]1)=[O:27])([CH3:24])([CH3:23])[CH3:22].[O:41]1CCCC1. (10) Given the product [NH2:15][C:16]1[CH:24]=[CH:23][C:22]([F:25])=[CH:21][C:17]=1[C:18]([N:12]([O:13][CH3:14])[CH3:11])=[O:19], predict the reactants needed to synthesize it. The reactants are: C(N(CC)C(C)C)(C)C.Cl.[CH3:11][NH:12][O:13][CH3:14].[NH2:15][C:16]1[CH:24]=[CH:23][C:22]([F:25])=[CH:21][C:17]=1[C:18](O)=[O:19].C(Cl)CCl.